From a dataset of Catalyst prediction with 721,799 reactions and 888 catalyst types from USPTO. Predict which catalyst facilitates the given reaction. (1) Reactant: [CH3:1][C@H:2]1[C:7](=[O:8])[O:6][CH2:5][C:4]([CH3:10])([CH3:9])[NH:3]1.[F:11][C:12]1[CH:17]=[CH:16][C:15]([Mg]Br)=[CH:14][CH:13]=1.[NH4+].[Cl-].CCOC(C)=O. Product: [F:11][C:12]1[CH:17]=[CH:16][C:15]([C@:7]2([OH:8])[O:6][CH2:5][C:4]([CH3:10])([CH3:9])[NH:3][C@H:2]2[CH3:1])=[CH:14][CH:13]=1. The catalyst class is: 1. (2) Product: [F:1][C:2]1[CH:7]=[CH:6][C:5]([F:8])=[CH:4][C:3]=1[C:9]1[CH2:13][N:12]([C:14]([N:16]([C@H:18]2[CH2:23][CH2:22][N:21]([CH:38]([CH3:40])[CH3:37])[CH2:20][C@H:19]2[F:24])[CH3:17])=[O:15])[C@:11]([CH2:31][OH:32])([C:25]2[CH:30]=[CH:29][CH:28]=[CH:27][CH:26]=2)[CH:10]=1. The catalyst class is: 26. Reactant: [F:1][C:2]1[CH:7]=[CH:6][C:5]([F:8])=[CH:4][C:3]=1[C:9]1[CH2:13][N:12]([C:14]([N:16]([C@@H:18]2[CH2:23][CH2:22][NH:21][CH2:20][C@@H:19]2[F:24])[CH3:17])=[O:15])[C@:11]([CH2:31][OH:32])([C:25]2[CH:30]=[CH:29][CH:28]=[CH:27][CH:26]=2)[CH:10]=1.C(O)(=O)C.[CH3:37][C:38]([CH3:40])=O.[BH-](OC(C)=O)(OC(C)=O)OC(C)=O.[Na+]. (3) Reactant: [CH3:1][O:2][C:3]1[CH:4]=[C:5]2[C:10](=[CH:11][CH:12]=1)[C:9](=[O:13])O[C:7]([CH3:14])=[CH:6]2.[NH2:15][C@H:16]1[CH2:21][CH2:20][C@H:19]([C:22]([OH:24])=[O:23])[CH2:18][CH2:17]1. Product: [CH3:1][O:2][C:3]1[CH:4]=[C:5]2[C:10](=[CH:11][CH:12]=1)[C:9](=[O:13])[N:15]([C@H:16]1[CH2:21][CH2:20][C@H:19]([C:22]([OH:24])=[O:23])[CH2:18][CH2:17]1)[C:7]([CH3:14])=[CH:6]2. The catalyst class is: 3. (4) Reactant: [CH2:1]([O:3][C:4](=[O:39])[C:5]1[CH:10]=[CH:9][C:8]([NH:11][C:12](=[O:38])[CH:13]([N:20]2[C:24]3[CH:25]=[C:26]([F:30])[C:27]([F:29])=[CH:28][C:23]=3[N:22]=[C:21]2[C:31]2[CH:36]=[CH:35][C:34]([Cl:37])=[CH:33][CH:32]=2)[CH:14]2[CH2:19][CH2:18][CH2:17][CH2:16][CH2:15]2)=[CH:7][CH:6]=1)C.NC1C=CC(C(OC)=O)=CC=1[F:51]. Product: [CH3:1][O:3][C:4](=[O:39])[C:5]1[CH:10]=[CH:9][C:8]([NH:11][C:12](=[O:38])[CH:13]([N:20]2[C:24]3[CH:25]=[C:26]([F:30])[C:27]([F:29])=[CH:28][C:23]=3[N:22]=[C:21]2[C:31]2[CH:36]=[CH:35][C:34]([Cl:37])=[CH:33][CH:32]=2)[CH:14]2[CH2:15][CH2:16][CH2:17][CH2:18][CH2:19]2)=[C:7]([F:51])[CH:6]=1. The catalyst class is: 277. (5) Reactant: [C:1]([C:5]1([CH2:13][O:14][CH3:15])[CH2:10][O:9][C:8]([CH3:12])([CH3:11])[O:7][CH2:6]1)([CH3:4])([CH3:3])[CH3:2].[CH2:16](OCC)C.C[Mg]I.CCCCCC.C(OCC)(=O)C. Product: [C:8]([O:9][CH2:10][C:5]([CH2:13][O:14][CH3:15])([C:1]([CH3:2])([CH3:3])[CH3:4])[CH2:6][OH:7])([CH3:16])([CH3:12])[CH3:11]. The catalyst class is: 11. (6) Reactant: [CH2:1]([N:5]1[C:13]2[N:12]=[C:11]([CH:14]=O)[N:10]([CH2:16][CH:17]=[CH2:18])[C:9]=2[C:8](=[O:19])[N:7]([CH3:20])[C:6]1=[O:21])[CH2:2][CH2:3][CH3:4].Cl.[NH2:23]O. Product: [CH2:1]([N:5]1[C:13]2[N:12]=[C:11]([C:14]#[N:23])[N:10]([CH2:16][CH:17]=[CH2:18])[C:9]=2[C:8](=[O:19])[N:7]([CH3:20])[C:6]1=[O:21])[CH2:2][CH2:3][CH3:4]. The catalyst class is: 17.